Task: Predict the product of the given reaction.. Dataset: Forward reaction prediction with 1.9M reactions from USPTO patents (1976-2016) (1) Given the reactants Br[C:2]1[C:7]([CH3:8])=[CH:6][CH:5]=[CH:4][C:3]=1[F:9].C([Li])CCC.[O:15]1[C:19]2[CH:20]=[CH:21][CH:22]=[CH:23][C:18]=2[CH:17]=[C:16]1[CH:24]=[N:25][S:26]([C:29]1[CH:39]=[CH:38][C:32]2[O:33][CH2:34][CH2:35][CH2:36][O:37][C:31]=2[CH:30]=1)(=[O:28])=[O:27], predict the reaction product. The product is: [O:15]1[C:19]2[CH:20]=[CH:21][CH:22]=[CH:23][C:18]=2[CH:17]=[C:16]1[CH:24]([C:2]1[C:7]([CH3:8])=[CH:6][CH:5]=[CH:4][C:3]=1[F:9])[NH:25][S:26]([C:29]1[CH:39]=[CH:38][C:32]2[O:33][CH2:34][CH2:35][CH2:36][O:37][C:31]=2[CH:30]=1)(=[O:27])=[O:28]. (2) Given the reactants [Cl:1][C:2]1[C:3]([NH:12][S:13]([C:16]2[CH:25]=[CH:24][C:19]([C:20]([O:22][CH3:23])=[O:21])=[CH:18][CH:17]=2)(=[O:15])=[O:14])=[N:4][CH:5]=[C:6]([C:8]([F:11])([F:10])[F:9])[CH:7]=1.Br[CH2:27][C:28]1[CH:33]=[C:32]([F:34])[CH:31]=[C:30]([F:35])[CH:29]=1, predict the reaction product. The product is: [Cl:1][C:2]1[C:3]([N:12]([CH2:27][C:28]2[CH:33]=[C:32]([F:34])[CH:31]=[C:30]([F:35])[CH:29]=2)[S:13]([C:16]2[CH:25]=[CH:24][C:19]([C:20]([O:22][CH3:23])=[O:21])=[CH:18][CH:17]=2)(=[O:15])=[O:14])=[N:4][CH:5]=[C:6]([C:8]([F:11])([F:9])[F:10])[CH:7]=1. (3) Given the reactants [CH2:1]([O:3][C:4]([C:6]1[CH:11]=[CH:10][C:9]([C:12]2[CH:17]=[C:16]([NH2:18])[CH:15]=[CH:14][C:13]=2[Cl:19])=[CH:8][CH:7]=1)=[O:5])[CH3:2].[CH:20]1([N:26]=[C:27]=[O:28])[CH2:25][CH2:24][CH2:23][CH2:22][CH2:21]1.C(N(CC)CC)C, predict the reaction product. The product is: [CH2:1]([O:3][C:4]([C:6]1[CH:11]=[CH:10][C:9]([C:12]2[CH:17]=[C:16]([NH:18][C:27]([NH:26][CH:20]3[CH2:25][CH2:24][CH2:23][CH2:22][CH2:21]3)=[O:28])[CH:15]=[CH:14][C:13]=2[Cl:19])=[CH:8][CH:7]=1)=[O:5])[CH3:2]. (4) Given the reactants [C:1]([C@H:4]([N:9]([CH2:20][C:21]1[CH:32]=[CH:31][C:24]([CH2:25]OS(C)(=O)=O)=[CH:23][CH:22]=1)[S:10]([C:13]1[CH:18]=[CH:17][C:16]([Cl:19])=[CH:15][CH:14]=1)(=[O:12])=[O:11])[CH2:5][CH:6]([CH3:8])[CH3:7])(=[O:3])[NH2:2].C[CH2:34][N:35](CC)[CH2:36]C.CNC, predict the reaction product. The product is: [Cl:19][C:16]1[CH:15]=[CH:14][C:13]([S:10]([N:9]([C@H:4]([CH2:5][CH:6]([CH3:7])[CH3:8])[C:1]([NH2:2])=[O:3])[CH2:20][C:21]2[CH:22]=[CH:23][C:24]([CH2:25][N:35]([CH3:36])[CH3:34])=[CH:31][CH:32]=2)(=[O:12])=[O:11])=[CH:18][CH:17]=1.